Dataset: Catalyst prediction with 721,799 reactions and 888 catalyst types from USPTO. Task: Predict which catalyst facilitates the given reaction. (1) Reactant: [C:1]([O:4][C:5]1[C:10]([O:11][CH3:12])=[C:9]([N+:13]([O-:15])=[O:14])[CH:8]=[C:7]([CH:16]=[O:17])[C:6]=1[Cl:18])(=O)C.COS(OC)(=O)=O.[OH-].[K+]. Product: [Cl:18][C:6]1[C:5]([O:4][CH3:1])=[C:10]([O:11][CH3:12])[C:9]([N+:13]([O-:15])=[O:14])=[CH:8][C:7]=1[CH:16]=[O:17]. The catalyst class is: 14. (2) Reactant: [H-].[Na+].[CH2:3]([O:5][C:6](=[O:21])[CH:7]([NH:13][C:14]([O:16][C:17]([CH3:20])([CH3:19])[CH3:18])=[O:15])[C:8]([O:10][CH2:11][CH3:12])=[O:9])[CH3:4].Cl.Cl[CH2:24][C:25]1[CH:30]=[CH:29][CH:28]=[CH:27][N:26]=1. Product: [CH2:11]([O:10][C:8](=[O:9])[C:7]([NH:13][C:14]([O:16][C:17]([CH3:19])([CH3:18])[CH3:20])=[O:15])([CH2:24][C:25]1[CH:30]=[CH:29][CH:28]=[CH:27][N:26]=1)[C:6]([O:5][CH2:3][CH3:4])=[O:21])[CH3:12]. The catalyst class is: 9. (3) Reactant: [CH3:1][S:2][C:3]1[N:4]=[CH:5][C:6]2[CH2:11][N:10](C(OC(C)(C)C)=O)[CH2:9][C:7]=2[N:8]=1.FC(F)(F)C(O)=O. Product: [CH3:1][S:2][C:3]1[N:4]=[CH:5][C:6]2[CH2:11][NH:10][CH2:9][C:7]=2[N:8]=1. The catalyst class is: 4.